Dataset: Peptide-MHC class II binding affinity with 134,281 pairs from IEDB. Task: Regression. Given a peptide amino acid sequence and an MHC pseudo amino acid sequence, predict their binding affinity value. This is MHC class II binding data. (1) The peptide sequence is GAGKTRRFLPQILAE. The MHC is HLA-DQA10201-DQB10402 with pseudo-sequence HLA-DQA10201-DQB10402. The binding affinity (normalized) is 0.738. (2) The peptide sequence is IRQAGVQYSRADEEQ. The MHC is HLA-DQA10401-DQB10402 with pseudo-sequence HLA-DQA10401-DQB10402. The binding affinity (normalized) is 0.219. (3) The peptide sequence is LNKFVSPKSVIGRFV. The MHC is H-2-IAb with pseudo-sequence H-2-IAb. The binding affinity (normalized) is 0.647. (4) The peptide sequence is AAGAATTAAGAASGA. The MHC is DRB4_0101 with pseudo-sequence DRB4_0103. The binding affinity (normalized) is 0.110. (5) The peptide sequence is FIRINNLKVKMAQED. The MHC is DRB1_0405 with pseudo-sequence DRB1_0405. The binding affinity (normalized) is 0.433. (6) The binding affinity (normalized) is 0. The MHC is DRB1_0301 with pseudo-sequence DRB1_0301. The peptide sequence is GAASGLNGCCRCGAR. (7) The peptide sequence is GVKGFTLGRDGHEKP. The MHC is DRB3_0101 with pseudo-sequence DRB3_0101. The binding affinity (normalized) is 0.188.